This data is from Reaction yield outcomes from USPTO patents with 853,638 reactions. The task is: Predict the reaction yield, written as a fraction of the theoretical maximum amount of product (1.0 means a 100% yield; for example, 0.34 means a 34% yield). (1) The reactants are I[C:2]1[C:11]2[C:6](=[C:7]([O:12][CH3:13])[CH:8]=[CH:9][CH:10]=2)[N:5]=[C:4]([C:14]2[N:18]3[CH:19]=[CH:20][C:21]([O:23][CH2:24][CH2:25][O:26][CH3:27])=[CH:22][C:17]3=[N:16][CH:15]=2)[CH:3]=1.O1C=C[CH:30]=[C:29]1P(C1OC=CC=1)C1OC=CC=1.C([Sn](CCCC)(CCCC)C=C)CCC. The catalyst is CN1C(=O)CCC1.C1C=CC(/C=C/C(/C=C/C2C=CC=CC=2)=O)=CC=1.C1C=CC(/C=C/C(/C=C/C2C=CC=CC=2)=O)=CC=1.C1C=CC(/C=C/C(/C=C/C2C=CC=CC=2)=O)=CC=1.[Pd].[Pd]. The product is [CH3:13][O:12][C:7]1[CH:8]=[CH:9][CH:10]=[C:11]2[C:6]=1[N:5]=[C:4]([C:14]1[N:18]3[CH:19]=[CH:20][C:21]([O:23][CH2:24][CH2:25][O:26][CH3:27])=[CH:22][C:17]3=[N:16][CH:15]=1)[CH:3]=[C:2]2[CH:29]=[CH2:30]. The yield is 0.800. (2) The reactants are Br[C:2]1[CH:3]=[C:4]2[C:8](=[CH:9][CH:10]=1)[C@H:7]([N:11]1[CH2:14][C:13]3([CH2:19][CH2:18][N:17]([C:20]([O:22][C:23]([CH3:26])([CH3:25])[CH3:24])=[O:21])[CH2:16][CH2:15]3)[CH2:12]1)[CH2:6][CH2:5]2.B1(B2OC(C)(C)C(C)(C)O2)OC(C)(C)C(C)(C)O1.C([O-])(=O)C.[K+].Cl[C:51]1[N:56]=[CH:55][CH:54]=[CH:53][N:52]=1.C([O-])([O-])=O.[K+].[K+]. The catalyst is C1C=CC(P(C2C=CC=CC=2)[C-]2C=CC=C2)=CC=1.C1C=CC(P(C2C=CC=CC=2)[C-]2C=CC=C2)=CC=1.Cl[Pd]Cl.[Fe+2].O1CCOCC1. The product is [N:52]1[CH:53]=[CH:54][CH:55]=[N:56][C:51]=1[C:2]1[CH:3]=[C:4]2[C:8](=[CH:9][CH:10]=1)[C@H:7]([N:11]1[CH2:14][C:13]3([CH2:15][CH2:16][N:17]([C:20]([O:22][C:23]([CH3:24])([CH3:26])[CH3:25])=[O:21])[CH2:18][CH2:19]3)[CH2:12]1)[CH2:6][CH2:5]2. The yield is 0.780. (3) The reactants are [OH:1][C:2]1[CH:9]=[CH:8][C:5]([CH:6]=O)=[CH:4][C:3]=1[CH3:10].[CH3:11][N:12]1[CH2:17][CH2:16][NH:15][CH2:14][CH2:13]1.C(O[BH-](OC(=O)C)OC(=O)C)(=O)C.[Na+].C([O-])(O)=O.[Na+]. The catalyst is ClC(Cl)C. The product is [CH3:10][C:3]1[CH:4]=[C:5]([CH2:6][N:15]2[CH2:16][CH2:17][N:12]([CH3:11])[CH2:13][CH2:14]2)[CH:8]=[CH:9][C:2]=1[OH:1]. The yield is 0.660.